Predict the reactants needed to synthesize the given product. From a dataset of Full USPTO retrosynthesis dataset with 1.9M reactions from patents (1976-2016). (1) Given the product [CH3:36][S:37]([OH:40])(=[O:39])=[O:38].[C:1](/[C:3](/[C:26]1[CH:31]=[CH:30][C:29]([O:32][CH3:33])=[C:28]([O:34][CH3:35])[CH:27]=1)=[CH:4]\[C:5]1[S:9][C:8]([N:10]2[CH2:11][CH2:12][CH:13]([O:16][C:17](=[O:25])[CH2:18][N:19]3[CH2:24][CH2:23][O:22][CH2:21][CH2:20]3)[CH2:14][CH2:15]2)=[CH:7][CH:6]=1)#[N:2], predict the reactants needed to synthesize it. The reactants are: [C:1](/[C:3](/[C:26]1[CH:31]=[CH:30][C:29]([O:32][CH3:33])=[C:28]([O:34][CH3:35])[CH:27]=1)=[CH:4]\[C:5]1[S:9][C:8]([N:10]2[CH2:15][CH2:14][CH:13]([O:16][C:17](=[O:25])[CH2:18][N:19]3[CH2:24][CH2:23][O:22][CH2:21][CH2:20]3)[CH2:12][CH2:11]2)=[CH:7][CH:6]=1)#[N:2].[CH3:36][S:37]([OH:40])(=[O:39])=[O:38].CCOCC. (2) Given the product [CH:1]([C:3]1[CH:4]=[C:5]([CH:9]=[CH:10][CH:11]=1)[C:6]([NH2:12])=[O:7])=[CH2:2], predict the reactants needed to synthesize it. The reactants are: [CH:1]([C:3]1[CH:4]=[C:5]([CH:9]=[CH:10][CH:11]=1)[C:6](Cl)=[O:7])=[CH2:2].[NH3:12].